Task: Predict the reactants needed to synthesize the given product.. Dataset: Full USPTO retrosynthesis dataset with 1.9M reactions from patents (1976-2016) (1) Given the product [Si:21]([O:20][CH2:19][C:15]1[N:14]=[C:13]([NH:12][C:1](=[O:7])[CH2:2][C:3](=[O:4])[CH3:5])[CH:18]=[CH:17][CH:16]=1)([C:24]([CH3:27])([CH3:26])[CH3:25])([CH3:23])[CH3:22], predict the reactants needed to synthesize it. The reactants are: [C:1]([O:7]C(C)(C)C)(=O)[CH2:2][C:3]([CH3:5])=[O:4].[NH2:12][C:13]1[CH:18]=[CH:17][CH:16]=[C:15]([CH2:19][O:20][Si:21]([C:24]([CH3:27])([CH3:26])[CH3:25])([CH3:23])[CH3:22])[N:14]=1. (2) Given the product [F:20][C:21]1[CH:26]=[CH:25][C:24]([C:2]2[CH:3]=[N:4][C:5]3[N:6]([CH:8]=[C:9]([CH2:11][O:12][C:13]4[CH:18]=[CH:17][CH:16]=[C:15]([F:19])[CH:14]=4)[N:10]=3)[CH:7]=2)=[C:23]([CH2:30][OH:31])[CH:22]=1, predict the reactants needed to synthesize it. The reactants are: Br[C:2]1[CH:3]=[N:4][C:5]2[N:6]([CH:8]=[C:9]([CH2:11][O:12][C:13]3[CH:18]=[CH:17][CH:16]=[C:15]([F:19])[CH:14]=3)[N:10]=2)[CH:7]=1.[F:20][C:21]1[CH:26]=[CH:25][C:24](B(O)O)=[C:23]([CH2:30][OH:31])[CH:22]=1. (3) Given the product [CH2:1]([O:8][C:9]1[CH:14]=[CH:13][C:12]([C:15]2[NH:29][C:18]3=[N:19][C:20]([CH:23]4[CH2:28][CH2:27][N:26]([S:40]([CH3:39])(=[O:42])=[O:41])[CH2:25][CH2:24]4)=[CH:21][CH:22]=[C:17]3[N:16]=2)=[CH:11][CH:10]=1)[C:2]1[CH:3]=[CH:4][CH:5]=[CH:6][CH:7]=1, predict the reactants needed to synthesize it. The reactants are: [CH2:1]([O:8][C:9]1[CH:14]=[CH:13][C:12]([C:15]2[NH:29][C:18]3=[N:19][C:20]([CH:23]4[CH2:28][CH2:27][NH:26][CH2:25][CH2:24]4)=[CH:21][CH:22]=[C:17]3[N:16]=2)=[CH:11][CH:10]=1)[C:2]1[CH:7]=[CH:6][CH:5]=[CH:4][CH:3]=1.CCN(C(C)C)C(C)C.[CH3:39][S:40](Cl)(=[O:42])=[O:41].O. (4) Given the product [CH:31]([O:33][CH2:34][CH2:35][O:36][NH:37][C:16]([C:15]1[C:10]([NH:9][C:3]2[CH:4]=[CH:5][C:6]([I:8])=[CH:7][C:2]=2[F:1])=[C:11]2[CH:21]=[N:20][N:19]([CH2:22][C:23]3[CH:24]=[CH:25][C:26]([O:29][CH3:30])=[CH:27][CH:28]=3)[C:12]2=[N:13][CH:14]=1)=[O:17])=[CH2:32], predict the reactants needed to synthesize it. The reactants are: [F:1][C:2]1[CH:7]=[C:6]([I:8])[CH:5]=[CH:4][C:3]=1[NH:9][C:10]1[C:15]([C:16](O)=[O:17])=[CH:14][N:13]=[C:12]2[N:19]([CH2:22][C:23]3[CH:28]=[CH:27][C:26]([O:29][CH3:30])=[CH:25][CH:24]=3)[N:20]=[CH:21][C:11]=12.[CH:31]([O:33][CH2:34][CH2:35][O:36][NH2:37])=[CH2:32].C1C=CC2N(O)N=NC=2C=1.CCN=C=NCCCN(C)C.CCN(C(C)C)C(C)C. (5) Given the product [C:1]([O:4][C@@H:5]1[CH2:9][C:8](=[O:10])[N:7]([C@@H:11]2[CH2:16][CH2:15][CH2:14][CH2:13][C@H:12]2[OH:17])[C:6]1=[O:25])(=[O:3])[CH3:2], predict the reactants needed to synthesize it. The reactants are: [C:1]([O:4][C@@H:5]1[CH2:9][C:8](=[O:10])[N:7]([C@@H:11]2[CH2:16][CH2:15][CH2:14][CH2:13][C@H:12]2[O:17]CC2C=CC=CC=2)[C:6]1=[O:25])(=[O:3])[CH3:2]. (6) Given the product [N:8]([C:12]1[CH:11]=[CH:22][CH:21]=[C:20]2[C:15]=1[CH:16]=[CH:17][CH:18]=[N:19]2)=[C:1]=[S:2], predict the reactants needed to synthesize it. The reactants are: [C:1]([N:8]1[CH:12]=[CH:11]N=C1)(N1C=CN=C1)=[S:2].NC1C=[CH:22][CH:21]=[C:20]2[C:15]=1[CH:16]=[CH:17][CH:18]=[N:19]2. (7) The reactants are: [C:1]([C:5]1[CH:6]=[C:7](B(OC)OC)[CH:8]=[C:9]([C:11]([CH3:14])([CH3:13])[CH3:12])[CH:10]=1)([CH3:4])([CH3:3])[CH3:2].[Br:20][C:21]1[CH:26]=[CH:25][CH:24]=[C:23](Br)[N:22]=1.C(=O)([O-])[O-].[Na+].[Na+]. Given the product [Br:20][C:21]1[CH:26]=[CH:25][CH:24]=[C:23]([C:7]2[CH:6]=[C:5]([C:1]([CH3:4])([CH3:3])[CH3:2])[CH:10]=[C:9]([C:11]([CH3:14])([CH3:13])[CH3:12])[CH:8]=2)[N:22]=1, predict the reactants needed to synthesize it.